Dataset: Full USPTO retrosynthesis dataset with 1.9M reactions from patents (1976-2016). Task: Predict the reactants needed to synthesize the given product. (1) The reactants are: [O:1]=[C:2]1[NH:6][C:5](=[O:7])[CH:4]([CH2:8][C:9]2[CH:14]=[CH:13][C:12]([C:15]3[CH:20]=[CH:19][CH:18]=[C:17]([CH2:21][N:22](C)[C:23](=O)OC(C)(C)C)[CH:16]=3)=[CH:11][CH:10]=2)[S:3]1.FC(F)(F)C(O)=O.C(=O)([O-])[O-].[K+].[K+]. Given the product [CH3:23][NH:22][CH2:21][C:17]1[CH:16]=[C:15]([C:12]2[CH:11]=[CH:10][C:9]([CH2:8][CH:4]3[S:3][C:2](=[O:1])[NH:6][C:5]3=[O:7])=[CH:14][CH:13]=2)[CH:20]=[CH:19][CH:18]=1, predict the reactants needed to synthesize it. (2) Given the product [CH3:1][O:2][C:3]1[CH:4]=[C:5]2[C:6](=[CH:7][C:8]=1[O:9][CH3:10])[CH:14]=[N:13][CH2:12][CH:11]2[CH3:16], predict the reactants needed to synthesize it. The reactants are: [CH3:1][O:2][C:3]1[CH:4]=[C:5]([CH:11]([CH3:16])[CH2:12][NH:13][CH:14]=O)[CH:6]=[CH:7][C:8]=1[O:9][CH3:10].O=P(Cl)(Cl)Cl.O.N. (3) Given the product [OH:1][C:2]1[CH:10]=[CH:9][C:5]([CH:6]=[O:7])=[CH:4][C:3]=1[O:11][CH3:12], predict the reactants needed to synthesize it. The reactants are: [OH:1][C:2]1[CH:10]=[CH:9][C:5]([C:6](O)=[O:7])=[CH:4][C:3]=1[O:11][CH3:12].